From a dataset of Peptide-MHC class II binding affinity with 134,281 pairs from IEDB. Regression. Given a peptide amino acid sequence and an MHC pseudo amino acid sequence, predict their binding affinity value. This is MHC class II binding data. (1) The peptide sequence is SSPDNVKPLYIITPT. The MHC is HLA-DQA10501-DQB10301 with pseudo-sequence HLA-DQA10501-DQB10301. The binding affinity (normalized) is 0.209. (2) The peptide sequence is YKRQLMNILGAVYRY. The MHC is DRB1_0301 with pseudo-sequence DRB1_0301. The binding affinity (normalized) is 0.166. (3) The peptide sequence is YVIRAQLHVGAKQEN. The MHC is DRB1_0301 with pseudo-sequence DRB1_0301. The binding affinity (normalized) is 0.465. (4) The peptide sequence is GCGSCFEIKCTKPEA. The MHC is DRB1_1001 with pseudo-sequence QEFFIASGAAVDAIMEVFLERYDLRRATYHVGFT. The binding affinity (normalized) is 0.0815. (5) The peptide sequence is TLTEALRVIAGTLEV. The MHC is DRB1_0301 with pseudo-sequence DRB1_0301. The binding affinity (normalized) is 0.343. (6) The peptide sequence is AAATAGTTVYEAFAA. The MHC is HLA-DPA10103-DPB10401 with pseudo-sequence HLA-DPA10103-DPB10401. The binding affinity (normalized) is 0.324.